Task: Predict which catalyst facilitates the given reaction.. Dataset: Catalyst prediction with 721,799 reactions and 888 catalyst types from USPTO (1) Reactant: [CH3:1][N:2]1[CH2:7][CH:6]=[C:5]([C:8]2[C:16]3[C:11](=[CH:12][CH:13]=[C:14]([N+:17]([O-])=O)[CH:15]=3)[N:10]([S:20]([C:23]3[CH:28]=[CH:27][CH:26]=[CH:25][CH:24]=3)(=[O:22])=[O:21])[CH:9]=2)[CH2:4][CH2:3]1.C(O)(=O)C. Product: [CH3:1][N:2]1[CH2:3][CH:4]=[C:5]([C:8]2[C:16]3[C:11](=[CH:12][CH:13]=[C:14]([NH2:17])[CH:15]=3)[N:10]([S:20]([C:23]3[CH:28]=[CH:27][CH:26]=[CH:25][CH:24]=3)(=[O:21])=[O:22])[CH:9]=2)[CH2:6][CH2:7]1. The catalyst class is: 490. (2) Reactant: CNC([OH:5])C.[CH2:6]([O:13][C:14](Cl)=[O:15])[C:7]1[CH:12]=[CH:11][CH:10]=[CH:9][CH:8]=1.[CH2:17]([N:19]([CH2:22]C)CC)[CH3:18]. Product: [CH2:6]([O:13][C:14](=[O:15])[N:19]([CH2:17][CH2:18][OH:5])[CH3:22])[C:7]1[CH:12]=[CH:11][CH:10]=[CH:9][CH:8]=1. The catalyst class is: 2. (3) Reactant: [Br:1][C:2]1[C:3](=[O:28])[N:4]([C:19]2[CH:20]=[C:21]([CH:25]=[CH:26][CH:27]=2)[C:22](O)=[O:23])[C:5]([CH3:18])=[CH:6][C:7]=1[O:8][CH2:9][C:10]1[CH:15]=[CH:14][C:13]([F:16])=[CH:12][C:11]=1[F:17].ClC1N=C(OC)N=C(OC)[N:31]=1.CN1CCOCC1.[NH4+].[OH-]. Product: [Br:1][C:2]1[C:3](=[O:28])[N:4]([C:19]2[CH:20]=[C:21]([CH:25]=[CH:26][CH:27]=2)[C:22]([NH2:31])=[O:23])[C:5]([CH3:18])=[CH:6][C:7]=1[O:8][CH2:9][C:10]1[CH:15]=[CH:14][C:13]([F:16])=[CH:12][C:11]=1[F:17]. The catalyst class is: 30. (4) Reactant: [H-].[Na+].[CH2:3]([OH:7])[C:4]#[C:5][CH3:6].Cl[C:9]1[C:14]([F:15])=[C:13]([N:16]2[CH2:21][C@H:20]([CH3:22])[CH2:19][C@H:18]([CH3:23])[CH2:17]2)[N:12]=[CH:11][N:10]=1.[Cl-].[NH4+]. Product: [CH2:3]([O:7][C:9]1[C:14]([F:15])=[C:13]([N:16]2[CH2:21][C@H:20]([CH3:22])[CH2:19][C@H:18]([CH3:23])[CH2:17]2)[N:12]=[CH:11][N:10]=1)[C:4]#[C:5][CH3:6]. The catalyst class is: 7.